From a dataset of Full USPTO retrosynthesis dataset with 1.9M reactions from patents (1976-2016). Predict the reactants needed to synthesize the given product. (1) Given the product [CH:24]1([S:27]([N:22]2[CH2:21][CH2:20][C:3]3([C:7](=[O:8])[N:6]([C:9]4[CH:14]=[CH:13][C:12]([O:15][C:16]([F:19])([F:17])[F:18])=[CH:11][CH:10]=4)[CH2:5][CH2:4]3)[CH:2]([OH:1])[CH2:23]2)(=[O:29])=[O:28])[CH2:26][CH2:25]1, predict the reactants needed to synthesize it. The reactants are: [OH:1][CH:2]1[CH2:23][NH:22][CH2:21][CH2:20][C:3]21[C:7](=[O:8])[N:6]([C:9]1[CH:14]=[CH:13][C:12]([O:15][C:16]([F:19])([F:18])[F:17])=[CH:11][CH:10]=1)[CH2:5][CH2:4]2.[CH:24]1([S:27](Cl)(=[O:29])=[O:28])[CH2:26][CH2:25]1. (2) Given the product [NH2:2][C:1]1[C:3]2[C:4](=[CH:5][CH:6]=[CH:7][C:8]=2[NH:9][CH3:10])[NH:11][C:12](=[O:13])[N:14]=1, predict the reactants needed to synthesize it. The reactants are: [C:1]([C:3]1[C:8]([NH:9][CH3:10])=[CH:7][CH:6]=[CH:5][C:4]=1[NH:11][C:12]([NH:14]C(=O)C1C=CC=CC=1)=[O:13])#[N:2].[OH-].[Na+]. (3) Given the product [CH3:1][O:2][C:3]1[CH:12]=[CH:11][C:6]2[N:7]3[CH:14]=[C:15]([C:17]4[CH:22]=[CH:21][C:20]([N:23]([CH3:25])[CH3:24])=[CH:19][CH:18]=4)[N:10]=[C:8]3[S:9][C:5]=2[CH:4]=1, predict the reactants needed to synthesize it. The reactants are: [CH3:1][O:2][C:3]1[CH:12]=[CH:11][C:6]2[N:7]=[C:8]([NH2:10])[S:9][C:5]=2[CH:4]=1.Br[CH2:14][C:15]([C:17]1[CH:22]=[CH:21][C:20]([N:23]([CH3:25])[CH3:24])=[CH:19][CH:18]=1)=O. (4) The reactants are: [CH2:1]([C:7]1([CH2:18][CH2:19][CH2:20][CH2:21][CH2:22][CH3:23])[C:17]2[CH:16]=[CH:15][S:14][C:13]=2[C:9]2[S:10][CH:11]=[CH:12][C:8]1=2)[CH2:2][CH2:3][CH2:4][CH2:5][CH3:6].[Li][CH2:25][CH2:26][CH2:27][CH3:28].[Sn:29](Cl)([CH2:38][CH2:39][CH2:40][CH3:41])([CH2:34][CH2:35][CH2:36][CH3:37])[CH2:30][CH2:31][CH2:32][CH3:33].O. Given the product [CH2:25]([Sn:29]([C:12]1[C:8]2[C:7]([CH2:1][CH2:2][CH2:3][CH2:4][CH2:5][CH3:6])([CH2:18][CH2:19][CH2:20][CH2:21][CH2:22][CH3:23])[C:17]3[CH:16]=[CH:15][S:14][C:13]=3[C:9]=2[S:10][C:11]=1[Sn:29]([CH2:38][CH2:39][CH2:40][CH3:41])([CH2:34][CH2:35][CH2:36][CH3:37])[CH2:30][CH2:31][CH2:32][CH3:33])([CH2:34][CH2:35][CH2:36][CH3:37])[CH2:30][CH2:31][CH2:32][CH3:33])[CH2:26][CH2:27][CH3:28], predict the reactants needed to synthesize it.